From a dataset of Drug-target binding data from BindingDB using IC50 measurements. Regression. Given a target protein amino acid sequence and a drug SMILES string, predict the binding affinity score between them. We predict pIC50 (pIC50 = -log10(IC50 in M); higher means more potent). Dataset: bindingdb_ic50. (1) The drug is CNC(=O)c1nc(-c2nc(-c3cnc4ccccn34)c(C)nc2N)n(C)n1. The target protein (P48426) has sequence MATPGNLGSSVLASKTKTKKKHFVAQKVKLFRASDPLLSVLMWGVNHSINELSHVQIPVMLMPDDFKAYSKIKVDNHLFNKENMPSHFKFKEYCPMVFRNLRERFGIDDQDFQNSLTRSAPLPNDSQARSGARFHTSYDKRYIIKTITSEDVAEMHNILKKYHQYIVECHGITLLPQFLGMYRLNVDGVEIYVIVTRNVFSHRLSVYRKYDLKGSTVAREASDKEKAKELPTLKDNDFINEGQKIYIDDNNKKVFLEKLKKDVEFLAQLKLMDYSLLVGIHDVERAEQEEVECEENDGEEEGESDGTHPVGTPPDSPGNTLNSSPPLAPGEFDPNIDVYGIKCHENSPRKEVYFMAIIDILTHYDAKKKAAHAAKTVKHGAGAEISTVNPEQYSKRFLDFIGHILT. The pIC50 is 4.4. (2) The small molecule is O=C(Nc1cccc(Br)c1)Nc1cc(Cl)ccc1S(=O)(=O)O. The target protein (P39086) has sequence MEHGTLLAQPGLWTRDTSWALLYFLCYILPQTAPQVLRIGGIFETVENEPVNVEELAFKFAVTSINRNRTLMPNTTLTYDIQRINLFDSFEASRRACDQLALGVAALFGPSHSSSVSAVQSICNALEVPHIQTRWKHPSVDNKDLFYINLYPDYAAISRAILDLVLYYNWKTVTVVYEDSTGLIRLQELIKAPSRYNIKIKIRQLPSGNKDAKPLLKEMKKGKEFYVIFDCSHETAAEILKQILFMGMMTEYYHYFFTTLDLFALDLELYRYSGVNMTGFRLLNIDNPHVSSIIEKWSMERLQAPPRPETGLLDGMMTTEAALMYDAVYMVAIASHRASQLTVSSLQCHRHKPWRLGPRFMNLIKEARWDGLTGHITFNKTNGLRKDFDLDIISLKEEGTEKAAGEVSKHLYKVWKKIGIWNSNSGLNMTDSNKDKSSNITDSLANRTLIVTTILEEPYVMYRKSDKPLYGNDRFEGYCLDLLKELSNILGFIYDVKLVP.... The pIC50 is 4.5. (3) The compound is COc1cc(/C=C/C(=O)Nc2c(O)c3ccc(O[C@@H]4OC(C)(C)[C@H](OC)[C@@H](OC(=O)c5ccc(C)[nH]5)[C@H]4O)c(Cl)c3oc2=O)ccc1O. The target protein (P0AES6) has sequence MSNSYDSSSIKVLKGLDAVRKRPGMYIGDTDDGTGLHHMVFEVVDNAIDEALAGHCKEIIVTIHADNSVSVQDDGRGIPTGIHPEEGVSAAEVIMTVLHAGGKFDDNSYKVSGGLHGVGVSVVNALSQKLELVIQREGKIHRQIYEHGVPQAPLAVTGETEKTGTMVRFWPSLETFTNVTEFEYEILAKRLRELSFLNSGVSIRLRDKRDGKEDHFHYEGGIKAFVEYLNKNKTPIHPNIFYFSTEKDGIGVEVALQWNDGFQENIYCFTNNIPQRDGGTHLAGFRAAMTRTLNAYMDKEGYSKKAKVSATGDDAREGLIAVVSVKVPDPKFSSQTKDKLVSSEVKSAVEQQMNELLAEYLLENPTDAKIVVGKIIDAARAREAARRAREMTRRKGALDLAGLPGKLADCQERDPALSELYLVEGDSAGGSAKQGRNRKNQAILPLKGKILNVEKARFDKMLSSQEVATLITALGCGIGRDEYNPDKLRYHSIIIMTDAD.... The pIC50 is 6.6. (4) The pIC50 is 3.5. The target protein (O75936) has sequence MACTIQKAEALDGAHLMQILWYDEEESLYPAVWLRDNCPCSDCYLDSAKARKLLVEALDVNIGIKGLIFDRKKVYITWPDEHYSEFQADWLKKRCFSKQARAKLQRELFFPECQYWGSELQLPTLDFEDVLRYDEHAYKWLSTLKKVGIVRLTGASDKPGEVSKLGKRMGFLYLTFYGHTWQVQDKIDANNVAYTTGKLSFHTDYPALHHPPGVQLLHCIKQTVTGGDSEIVDGFNVCQKLKKNNPQAFQILSSTFVDFTDIGVDYCDFSVQSKHKIIELDDKGQVVRINFNNATRDTIFDVPVERVQPFYAALKEFVDLMNSKESKFTFKMNPGDVITFDNWRLLHGRRSYEAGTEISRHLEGAYADWDVVMSRLRILRQRVENGN. The drug is CC(CCC(=O)[O-])[N+](C)(C)C. (5) The compound is CC1(C)CN(C(=O)C[C@H](N)Cc2cc(F)c(F)cc2F)Cc2nnc(C(F)(F)F)n21. The target protein (Q9NQW7) has sequence MPPKVTSELLRQLRQAMRNSEYVTEPIQAYIIPSGDAHQSEYIAPCDCRRAFVSGFDGSAGTAIITEEHAAMWTDGRYFLQAAKQMDSNWTLMKMGLKDTPTQEDWLVSVLPEGSRVGVDPLIIPTDYWKKMAKVLRSAGHHLIPVKENLVDKIWTDRPERPCKPLLTLGLDYTGISWKDKVADLRLKMAERNVMWFVVTALDEIAWLFNLRGSDVEHNPVFFSYAIIGLETIMLFIDGDRIDAPSVKEHLLLDLGLEAEYRIQVHPYKSILSELKALCADLSPREKVWVSDKASYAVSETIPKDHRCCMPYTPICIAKAVKNSAESEGMRRAHIKDAVALCELFNWLEKEVPKGGVTEISAADKAEEFRRQQADFVDLSFPTISSTGPNGAIIHYAPVPETNRTLSLDEVYLIDSGAQYKDGTTDVTRTMHFGTPTAYEKECFTYVLKGHIAVSAAVFPTGTKGHLLDSFARSALWDSGLDYLHGTGHGVGSFLNVHEG.... The pIC50 is 5.0. (6) The drug is NC(=O)c1c(F)ccc(OCc2nc3cc(Cl)cnc3s2)c1F. The target protein (P0A031) has sequence MLEFEQGFNHLATLKVIGVGGGGNNAVNRMIDHGMNNVEFIAINTDGQALNLSKAESKIQIGEKLTRGLGAGANPEIGKKAAEESREQIEDAIQGADMVFVTSGMGGGTGTGAAPVVAKIAKEMGALTVGVVTRPFSFEGRKRQTQAAAGVEAMKAAVDTLIVIPNDRLLDIVDKSTPMMEAFKEADNVLRQGVQGISDLIAVSGEVNLDFADVKTIMSNQGSALMGIGVSSGENRAVEAAKKAISSPLLETSIVGAQGVLMNITGGESLSLFEAQEAADIVQDAADEDVNMIFGTVINPELQDEIVVTVIATGFDDKPTSHGRKSGSTGFGTSVNTSSNATSKDESFTSNSSNAQATDSVSERTHTTKEDDIPSFIRNREERRSRRTRR. The pIC50 is 7.3. (7) The small molecule is N[C@]1(COP(=O)(O)O)CC[C@H](c2ccc3c(c2)CC[C@@H](COCCCC(F)(F)F)C3)C1. The target protein (O95470) has sequence MPSTDLLMLKAFEPYLEILEVYSTKAKNYVNGHCTKYEPWQLIAWSVVWTLLIVWGYEFVFQPESLWSRFKKKCFKLTRKMPIIGRKIQDKLNKTKDDISKNMSFLKVDKEYVKALPSQGLSSSAVLEKLKEYSSMDAFWQEGRASGTVYSGEEKLTELLVKAYGDFAWSNPLHPDIFPGLRKIEAEIVRIACSLFNGGPDSCGCVTSGGTESILMACKAYRDLAFEKGIKTPEIVAPQSAHAAFNKAASYFGMKIVRVPLTKMMEVDVRAMRRAISRNTAMLVCSTPQFPHGVIDPVPEVAKLAVKYKIPLHVDACLGGFLIVFMEKAGYPLEHPFDFRVKGVTSISADTHKYGYAPKGSSLVLYSDKKYRNYQFFVDTDWQGGIYASPTIAGSRPGGISAACWAALMHFGENGYVEATKQIIKTARFLKSELENIKGIFVFGNPQLSVIALGSRDFDIYRLSNLMTAKGWNLNQLQFPPSIHFCITLLHARKRVAIQF.... The pIC50 is 8.0. (8) The pIC50 is 9.6. The target protein sequence is PQITLWKRPIVTIKIGGQLKEALLDTGADDTVLEEIDLPGRWKPKIIGGIGGFIKVKQYDQIPIEICGHKVISTVLVGPTPVNVIGRNLMTQLGCTLNF. The compound is CC(C)(c1ncc(-c2ccc(Cl)cc2)o1)N1CCN(C[C@@H](O)C[C@@H](Cc2nnc(-c3ccccc3)o2)C(=O)N[C@H]2c3ccccc3OC[C@H]2O)[C@H](C(=O)NCC(F)(F)F)C1. (9) The small molecule is CCCCCCCP(=O)(OCC)OCN1C(=O)c2ccccc2C1=O. The target protein (P9WQN9) has sequence MTFFEQVRRLRSAATTLPRRLAIAAMGAVLVYGLVGTFGGPATAGAFSRPGLPVEYLQVPSASMGRDIKVQFQGGGPHAVYLLDGLRAQDDYNGWDINTPAFEEYYQSGLSVIMPVGGQSSFYTDWYQPSQSNGQNYTYKWETFLTREMPAWLQANKGVSPTGNAAVGLSMSGGSALILAAYYPQQFPYAASLSGFLNPSEGWWPTLIGLAMNDSGGYNANSMWGPSSDPAWKRNDPMVQIPRLVANNTRIWVYCGNGTPSDLGGDNIPAKFLEGLTLRTNQTFRDTYAADGGRNGVFNFPPNGTHSWPYWNEQLVAMKADIQHVLNGATPPAAPAAPAA. The pIC50 is 5.9.